From a dataset of Forward reaction prediction with 1.9M reactions from USPTO patents (1976-2016). Predict the product of the given reaction. (1) The product is: [F:16][C:17]([F:28])([F:27])[C:18]1[CH:23]=[CH:22][CH:21]=[CH:20][C:19]=1[C:2]1[CH:7]=[CH:6][N:5]=[C:4]([C:8]#[N:9])[CH:3]=1. Given the reactants Cl[C:2]1[CH:7]=[CH:6][N:5]=[C:4]([C:8]#[N:9])[CH:3]=1.C(=O)([O-])[O-].[K+].[K+].[F:16][C:17]([F:28])([F:27])[C:18]1[CH:23]=[CH:22][CH:21]=[CH:20][C:19]=1B(O)O.[Cl-].[NH4+], predict the reaction product. (2) Given the reactants [CH3:1][NH:2][C:3](=O)[C:4]1[CH:9]=[CH:8][C:7]([O:10][CH3:11])=[CH:6][C:5]=1[CH3:12].[F:14][C:15]([F:25])([F:24])[C:16]1[CH:23]=[CH:22][C:19](C#N)=[CH:18][CH:17]=1.P(Cl)(Cl)([Cl:28])=O, predict the reaction product. The product is: [ClH:28].[ClH:28].[Cl:28][C:3]1[C:4]2[C:5](=[CH:6][C:7]([O:10][CH3:11])=[CH:8][CH:9]=2)[CH:12]=[C:1]([C:19]2[CH:22]=[CH:23][C:16]([C:15]([F:25])([F:24])[F:14])=[CH:17][CH:18]=2)[N:2]=1.